Dataset: TCR-epitope binding with 47,182 pairs between 192 epitopes and 23,139 TCRs. Task: Binary Classification. Given a T-cell receptor sequence (or CDR3 region) and an epitope sequence, predict whether binding occurs between them. (1) The epitope is ITEEVGHTDLMAAY. The TCR CDR3 sequence is CASSQVGLTPTYEQYF. Result: 1 (the TCR binds to the epitope). (2) The epitope is EILDITPCSF. The TCR CDR3 sequence is CASSSTLTTGELFF. Result: 1 (the TCR binds to the epitope).